Task: Predict which catalyst facilitates the given reaction.. Dataset: Catalyst prediction with 721,799 reactions and 888 catalyst types from USPTO (1) Reactant: C([O:3][C:4](=[O:19])[CH:5]([CH3:18])[C:6]([NH:8][CH2:9][C:10]1[CH:15]=[C:14]([F:16])[CH:13]=[C:12]([F:17])[CH:11]=1)=[O:7])C.[OH-].[Li+]. Product: [F:16][C:14]1[CH:15]=[C:10]([CH:11]=[C:12]([F:17])[CH:13]=1)[CH2:9][NH:8][C:6](=[O:7])[CH:5]([CH3:18])[C:4]([OH:19])=[O:3]. The catalyst class is: 40. (2) Reactant: [N:1]1[C:9]2[CH2:8][CH2:7][CH2:6][C:5]=2[CH:4]=[CH:3][CH:2]=1.C(OO)(=[O:12])C. Product: [N+:1]1([O-:12])[C:9]2[CH2:8][CH2:7][CH2:6][C:5]=2[CH:4]=[CH:3][CH:2]=1. The catalyst class is: 2.